Dataset: Catalyst prediction with 721,799 reactions and 888 catalyst types from USPTO. Task: Predict which catalyst facilitates the given reaction. (1) Reactant: Cl.[O:2]=[C:3]1[C@@H:8]([NH:9][C:10](=[O:19])[O:11][CH2:12][C:13]2[CH:18]=[CH:17][CH:16]=[CH:15][CH:14]=2)[CH2:7][CH2:6][CH2:5][N:4]1[CH:20]1[CH2:25][CH2:24][NH:23][CH2:22][CH2:21]1.Cl[C:27]1[N:32]=[CH:31][C:30]([CH2:33][CH3:34])=[CH:29][N:28]=1.CCN(C(C)C)C(C)C. Product: [CH2:33]([C:30]1[CH:29]=[N:28][C:27]([N:23]2[CH2:24][CH2:25][CH:20]([N:4]3[CH2:5][CH2:6][CH2:7][C@H:8]([NH:9][C:10](=[O:19])[O:11][CH2:12][C:13]4[CH:18]=[CH:17][CH:16]=[CH:15][CH:14]=4)[C:3]3=[O:2])[CH2:21][CH2:22]2)=[N:32][CH:31]=1)[CH3:34]. The catalyst class is: 3. (2) Reactant: O=C1C2C(=CC=CC=2)C(=O)[N:3]1[CH2:12][C:13]1[CH:18]=[CH:17][C:16]([C:19]([NH:21][C:22]2[CH:23]=[C:24]([C:36]3[CH:41]=[CH:40][CH:39]=[CH:38][CH:37]=3)[CH:25]=[CH:26][C:27]=2[NH:28][C:29](=[O:35])[O:30][C:31]([CH3:34])([CH3:33])[CH3:32])=[O:20])=[CH:15][CH:14]=1.O.NN. Product: [NH2:3][CH2:12][C:13]1[CH:18]=[CH:17][C:16]([C:19]([NH:21][C:22]2[CH:23]=[C:24]([C:36]3[CH:37]=[CH:38][CH:39]=[CH:40][CH:41]=3)[CH:25]=[CH:26][C:27]=2[NH:28][C:29](=[O:35])[O:30][C:31]([CH3:34])([CH3:33])[CH3:32])=[O:20])=[CH:15][CH:14]=1. The catalyst class is: 14.